Dataset: Forward reaction prediction with 1.9M reactions from USPTO patents (1976-2016). Task: Predict the product of the given reaction. Given the reactants Cl[CH2:2][CH2:3][NH:4][C:5]([NH:7][C@@H:8]([CH3:12])[CH2:9][O:10][CH3:11])=[O:6].[H-].[Na+].CCOC(C)=O.O, predict the reaction product. The product is: [CH3:11][O:10][CH2:9][C@@H:8]([N:7]1[CH2:2][CH2:3][NH:4][C:5]1=[O:6])[CH3:12].